This data is from Catalyst prediction with 721,799 reactions and 888 catalyst types from USPTO. The task is: Predict which catalyst facilitates the given reaction. (1) Reactant: [CH3:1]N(C)C=O.[F:6][C:7]1[CH:12]=[CH:11][C:10]([N:13]2[CH2:17][CH2:16][CH:15]([NH:18][C:19](=[O:25])[O:20][C:21]([CH3:24])([CH3:23])[CH3:22])[CH2:14]2)=[CH:9][CH:8]=1.[H-].[Na+].CI. Product: [F:6][C:7]1[CH:8]=[CH:9][C:10]([N:13]2[CH2:17][CH2:16][CH:15]([N:18]([CH3:1])[C:19](=[O:25])[O:20][C:21]([CH3:22])([CH3:24])[CH3:23])[CH2:14]2)=[CH:11][CH:12]=1. The catalyst class is: 13. (2) Reactant: [CH3:1][C:2]1[CH:3]=[C:4]([CH:8]=[CH:9][C:10]=1[N:11]1[CH:15]=[CH:14][CH:13]=[CH:12]1)[C:5]([NH2:7])=O.[Br:16]N1C(=O)CCC1=O.O. Product: [Br:16][C:12]1[N:11]([C:10]2[CH:9]=[CH:8][C:4]([C:5]#[N:7])=[CH:3][C:2]=2[CH3:1])[CH:15]=[CH:14][CH:13]=1. The catalyst class is: 3. (3) Reactant: [CH3:1][NH:2][C@@H:3]1[C:8]2[CH:9]=[CH:10][CH:11]=[CH:12][C:7]=2[C@H:6]([C:13]2[CH:14]=[CH:15][C:16]([Cl:20])=[C:17]([Cl:19])[CH:18]=2)[CH2:5][CH2:4]1. Product: [CH3:1][NH:2][C@@H:3]1[C:8]2[CH:9]=[CH:10][CH:11]=[CH:12][C:7]=2[C@H:6]([C:13]2[CH:14]=[CH:15][C:16]([Cl:20])=[C:17]([Cl:19])[CH:18]=2)[CH2:5][CH2:4]1.[ClH:19]. The catalyst class is: 11. (4) Reactant: [Br:1][C:2]1[CH:11]=[C:10]2[C:5]([CH2:6][CH2:7][N:8]([CH2:16][C:17]([N:19]([C:28]([CH3:31])([CH3:30])[CH3:29])[CH2:20][CH2:21][C:22]([CH3:27])([CH3:26])[CH2:23][C:24]#[CH:25])=[O:18])[CH:9]2[CH2:12][O:13]CC)=[CH:4][C:3]=1[O:32][CH3:33].[OH-].[K+].[O:36]1CCOCC1.Cl. Product: [Br:1][C:2]1[CH:11]=[C:10]2[C:5]([CH2:6][CH2:7][N:8]([CH2:16][C:17]([N:19]([C:28]([CH3:30])([CH3:31])[CH3:29])[CH2:20][CH2:21][C:22]([CH3:27])([CH3:26])[CH2:23][C:24]#[CH:25])=[O:18])[CH:9]2[C:12]([OH:36])=[O:13])=[CH:4][C:3]=1[O:32][CH3:33]. The catalyst class is: 6. (5) Reactant: [Cl:1][C:2]1[CH:7]=[CH:6][C:5]([N:8]2[C:16]([NH:17][CH:18]3[CH2:21][CH2:20][CH2:19]3)=[C:15]3[C:10]([CH:11]=[CH:12][CH:13]=[CH:14]3)=[N:9]2)=[CH:4][CH:3]=1.[CH3:22][O:23][C:24](=[O:35])[C:25]1[CH:30]=[CH:29][C:28]([N:31]=[C:32]=[O:33])=[C:27]([Cl:34])[CH:26]=1.CCN(CC)CC. Product: [CH3:22][O:23][C:24](=[O:35])[C:25]1[CH:30]=[CH:29][C:28]([NH:31][C:32]([N:17]([C:16]2[N:8]([C:5]3[CH:6]=[CH:7][C:2]([Cl:1])=[CH:3][CH:4]=3)[N:9]=[C:10]3[C:15]=2[CH:14]=[CH:13][CH:12]=[CH:11]3)[CH:18]2[CH2:21][CH2:20][CH2:19]2)=[O:33])=[C:27]([Cl:34])[CH:26]=1. The catalyst class is: 26.